Predict which catalyst facilitates the given reaction. From a dataset of Catalyst prediction with 721,799 reactions and 888 catalyst types from USPTO. Reactant: [CH3:1][C:2]1([CH3:17])[C:11]2[C:6](=[CH:7][C:8]([O:12][CH2:13]C(O)=O)=[CH:9][CH:10]=2)[O:5][CH2:4][CH2:3]1.[Cl-].ClC1N(C)CC[NH+]1C.Cl.NCC1C=CC(NS(C)(=O)=[O:38])=C(F)C=1. Product: [CH3:13][O:12][C:8]1[CH:7]=[C:6]2[C:11]([C:2]([CH3:17])([CH3:1])[CH2:3][C:4](=[O:38])[O:5]2)=[CH:10][CH:9]=1. The catalyst class is: 66.